From a dataset of Catalyst prediction with 721,799 reactions and 888 catalyst types from USPTO. Predict which catalyst facilitates the given reaction. Reactant: [I:1][C:2]1[CH:8]=[CH:7][C:5]([NH2:6])=[CH:4][CH:3]=1.C(=O)([O-])[O-].[Na+].[Na+].Cl[C:16]([O:18][CH2:19][C:20]1[CH:25]=[CH:24][CH:23]=[CH:22][CH:21]=1)=[O:17]. The catalyst class is: 30. Product: [C:20]1([CH2:19][O:18][C:16](=[O:17])[NH:6][C:5]2[CH:7]=[CH:8][C:2]([I:1])=[CH:3][CH:4]=2)[CH:25]=[CH:24][CH:23]=[CH:22][CH:21]=1.